Dataset: PAMPA (Parallel Artificial Membrane Permeability Assay) permeability data from NCATS. Task: Regression/Classification. Given a drug SMILES string, predict its absorption, distribution, metabolism, or excretion properties. Task type varies by dataset: regression for continuous measurements (e.g., permeability, clearance, half-life) or binary classification for categorical outcomes (e.g., BBB penetration, CYP inhibition). Dataset: pampa_ncats. The molecule is C1=CC=C2C(=C1)C(=O)C(=C(C2=O)SCCO)SCCO. The result is 1 (high permeability).